Dataset: Forward reaction prediction with 1.9M reactions from USPTO patents (1976-2016). Task: Predict the product of the given reaction. (1) Given the reactants Cl.[Cl:2][C:3]1[CH:4]=[C:5]([CH:7]=[C:8]([Cl:10])[CH:9]=1)[NH2:6].[N:11]([O-])=O.[Na+].C([O-])(=O)C.[Na+].C(CC(=O)C(Cl)C(O)=O)C.[Cl:30][CH:31](C(=O)C)[C:32]([O:34][CH2:35][CH3:36])=[O:33], predict the reaction product. The product is: [Cl:30]/[C:31](=[N:11]/[NH:6][C:5]1[CH:4]=[C:3]([Cl:2])[CH:9]=[C:8]([Cl:10])[CH:7]=1)/[C:32]([O:34][CH2:35][CH3:36])=[O:33]. (2) Given the reactants [N:1]1[CH:6]=[CH:5][C:4]([CH2:7][C:8]([C:10]2[CH:15]=[CH:14][C:13]([O:16][CH2:17][C:18]3[CH:27]=[CH:26][C:25]4[C:20](=[CH:21][CH:22]=[CH:23][CH:24]=4)[N:19]=3)=[CH:12][CH:11]=2)=O)=[CH:3][CH:2]=1.Cl.[CH:29]([NH2:31])=[NH:30].[Na].[O-][CH2:34]C.[Na+], predict the reaction product. The product is: [N:1]1[CH:6]=[CH:5][C:4]([C:7]2[C:8]([C:10]3[CH:15]=[CH:14][C:13]([O:16][CH2:17][C:18]4[CH:27]=[CH:26][C:25]5[C:20](=[CH:21][CH:22]=[CH:23][CH:24]=5)[N:19]=4)=[CH:12][CH:11]=3)=[N:30][CH:29]=[N:31][CH:34]=2)=[CH:3][CH:2]=1.